This data is from Full USPTO retrosynthesis dataset with 1.9M reactions from patents (1976-2016). The task is: Predict the reactants needed to synthesize the given product. Given the product [Br:1][C:2]1[CH:12]=[CH:11][C:10]([S:13]([N:16]([C:17]2[N:18]=[CH:19][C:20]3[C:25]([C:26]=2[CH:27]2[CH2:28][CH2:29]2)=[CH:24][CH:23]=[CH:22][CH:21]=3)[CH2:43][C:42]2[CH:45]=[CH:46][C:39]([O:38][C:37]([F:36])([F:47])[F:48])=[CH:40][CH:41]=2)(=[O:15])=[O:14])=[CH:9][C:3]=1[C:4]([O:6][CH2:7][CH3:8])=[O:5], predict the reactants needed to synthesize it. The reactants are: [Br:1][C:2]1[CH:12]=[CH:11][C:10]([S:13]([NH:16][C:17]2[N:18]=[CH:19][C:20]3[C:25]([C:26]=2[CH:27]2[CH2:29][CH2:28]2)=[CH:24][CH:23]=[CH:22][CH:21]=3)(=[O:15])=[O:14])=[CH:9][C:3]=1[C:4]([O:6][CH2:7][CH3:8])=[O:5].C(=O)([O-])[O-].[K+].[K+].[F:36][C:37]([F:48])([F:47])[O:38][C:39]1[CH:46]=[CH:45][C:42]([CH2:43]Br)=[CH:41][CH:40]=1.C(OCC)(=O)C.